Task: Predict which catalyst facilitates the given reaction.. Dataset: Catalyst prediction with 721,799 reactions and 888 catalyst types from USPTO Reactant: CCCC[N+](CCCC)(CCCC)CCCC.[F-].[Si]([O:26][C:27]([CH3:55])([CH3:54])[CH2:28][C:29]1[CH:30]=[C:31]2[C:47](=[CH:48][CH:49]=1)[C:35]1[N:36]=[C:37]([C:39]3[C:44]([Br:45])=[CH:43][CH:42]=[CH:41][C:40]=3[Br:46])[NH:38][C:34]=1[C:33]1[S:50][C:51]([Cl:53])=[CH:52][C:32]2=1)(C(C)(C)C)(C)C. Product: [Cl:53][C:51]1[S:50][C:33]2[C:34]3[NH:38][C:37]([C:39]4[C:40]([Br:46])=[CH:41][CH:42]=[CH:43][C:44]=4[Br:45])=[N:36][C:35]=3[C:47]3[C:31]([C:32]=2[CH:52]=1)=[CH:30][C:29]([CH2:28][C:27]([CH3:54])([OH:26])[CH3:55])=[CH:49][CH:48]=3. The catalyst class is: 6.